Dataset: Reaction yield outcomes from USPTO patents with 853,638 reactions. Task: Predict the reaction yield, written as a fraction of the theoretical maximum amount of product (1.0 means a 100% yield; for example, 0.34 means a 34% yield). (1) The reactants are [CH3:1][O:2][C:3](=[O:12])[C:4]1[CH:9]=[CH:8][C:7]([CH2:10]N)=[CH:6][CH:5]=1.C([N:15]([CH2:18]C)CC)C.[Br:20][CH2:21][S:22](Br)(=[O:24])=[O:23]. The catalyst is ClCCl. The product is [CH3:1][O:2][C:3](=[O:12])[C:4]1[CH:9]=[CH:8][C:7]([CH2:10][CH2:18][NH:15][S:22]([CH2:21][Br:20])(=[O:24])=[O:23])=[CH:6][CH:5]=1. The yield is 0.390. (2) The reactants are Cl[C:2]1[N:7]=[C:6]2[N:8]([CH2:28][O:29][CH3:30])[C:9]([C:11]3[S:12][C:13]4[C:19]([N:20]5[CH2:25][CH2:24][O:23][CH2:22][CH2:21]5)=[CH:18][CH:17]=[C:16]([O:26][CH3:27])[C:14]=4[N:15]=3)=[N:10][C:5]2=[CH:4][CH:3]=1.[NH:31]1[CH2:35][CH2:34][CH2:33][CH2:32]1. No catalyst specified. The product is [CH3:30][O:29][CH2:28][N:8]1[C:6]2=[N:7][C:2]([CH:34]3[CH2:35][NH:31][CH2:32][CH2:33]3)=[CH:3][CH:4]=[C:5]2[N:10]=[C:9]1[C:11]1[S:12][C:13]2[C:19]([N:20]3[CH2:25][CH2:24][O:23][CH2:22][CH2:21]3)=[CH:18][CH:17]=[C:16]([O:26][CH3:27])[C:14]=2[N:15]=1. The yield is 0.740. (3) The yield is 1.00. The reactants are [Cl:1][C:2]1[C:6]2[NH:7][C:8]([C:10]([O:12]C)=[O:11])=[CH:9][C:5]=2[S:4][CH:3]=1.[OH-].[Li+]. The product is [C:10]([C:8]1[NH:7][C:6]2[C:2]([Cl:1])=[CH:3][S:4][C:5]=2[CH:9]=1)([OH:12])=[O:11]. The catalyst is CO. (4) The reactants are [F:1][C:2]1[CH:11]=[CH:10][C:9]([O:12][CH3:13])=[CH:8][C:3]=1[C:4]([O:6]C)=O.[Li+].C[Si]([N-][Si](C)(C)C)(C)C.[Cl:24][C:25]1[N:30]=[C:29]([CH3:31])[CH:28]=[CH:27][N:26]=1. The catalyst is C1COCC1. The product is [Cl:24][C:25]1[N:30]=[C:29]([CH2:31][C:4]([C:3]2[CH:8]=[C:9]([O:12][CH3:13])[CH:10]=[CH:11][C:2]=2[F:1])=[O:6])[CH:28]=[CH:27][N:26]=1. The yield is 0.790. (5) The reactants are Cl[CH:2]([F:4])[F:3].[CH2:5]([O:7][C:8]([C:10]1[CH:14]=[C:13]([C:15]2[CH:20]=[CH:19][C:18]([O:21][C:22]([F:25])([F:24])[F:23])=[CH:17][CH:16]=2)[NH:12][N:11]=1)=[O:9])[CH3:6].C(=O)([O-])[O-].[K+].[K+]. The catalyst is CN(C)C=O. The product is [CH2:5]([O:7][C:8]([C:10]1[N:11]([CH:2]([F:4])[F:3])[N:12]=[C:13]([C:15]2[CH:20]=[CH:19][C:18]([O:21][C:22]([F:25])([F:24])[F:23])=[CH:17][CH:16]=2)[CH:14]=1)=[O:9])[CH3:6].[CH2:5]([O:7][C:8]([C:10]1[CH:14]=[C:13]([C:15]2[CH:20]=[CH:19][C:18]([O:21][C:22]([F:25])([F:24])[F:23])=[CH:17][CH:16]=2)[N:12]([CH:2]([F:4])[F:3])[N:11]=1)=[O:9])[CH3:6]. The yield is 0.120.